From a dataset of Reaction yield outcomes from USPTO patents with 853,638 reactions. Predict the reaction yield, written as a fraction of the theoretical maximum amount of product (1.0 means a 100% yield; for example, 0.34 means a 34% yield). (1) The reactants are [OH:1][C:2]1[C:7]([NH:8]C(=O)C)=[C:6]([OH:12])[N:5]=[C:4]([S:13][CH2:14][CH2:15][CH3:16])[N:3]=1.[ClH:17].[CH3:18][CH:19]([OH:21])[CH3:20]. No catalyst specified. The product is [CH:19]([OH:21])([CH3:20])[CH3:18].[ClH:17].[NH2:8][C:7]1[C:2]([OH:1])=[N:3][C:4]([S:13][CH2:14][CH2:15][CH3:16])=[N:5][C:6]=1[OH:12]. The yield is 0.850. (2) The reactants are [NH:1]1[CH2:6][CH2:5][O:4][CH2:3][CH2:2]1.[CH3:7][O:8][C:9](=[O:17])[C:10]1[CH:15]=[CH:14][C:13](F)=[CH:12][CH:11]=1. The catalyst is O. The product is [CH3:7][O:8][C:9](=[O:17])[C:10]1[CH:15]=[CH:14][C:13]([N:1]2[CH2:6][CH2:5][O:4][CH2:3][CH2:2]2)=[CH:12][CH:11]=1. The yield is 0.231. (3) The reactants are [NH2:1][C:2]1[C:11]2[C:6](=[C:7](Br)[CH:8]=[CH:9][CH:10]=2)[N:5]=[N:4][C:3]=1[C:13]([NH:15][CH:16]1[CH2:18][CH2:17]1)=[O:14].[F:19][C:20]1[C:25](B(O)O)=[CH:24][CH:23]=[C:22]([CH3:29])[N:21]=1. No catalyst specified. The product is [NH2:1][C:2]1[C:11]2[C:6](=[C:7]([C:25]3[C:20]([F:19])=[N:21][C:22]([CH3:29])=[CH:23][CH:24]=3)[CH:8]=[CH:9][CH:10]=2)[N:5]=[N:4][C:3]=1[C:13]([NH:15][CH:16]1[CH2:18][CH2:17]1)=[O:14]. The yield is 0.600. (4) The reactants are [Cl:1][C:2]1[N:10]=[CH:9][C:8]([Cl:11])=[CH:7][C:3]=1[C:4]([OH:6])=[O:5].S(Cl)(Cl)=O.[CH3:16]O. The catalyst is CCOCC. The product is [Cl:1][C:2]1[N:10]=[CH:9][C:8]([Cl:11])=[CH:7][C:3]=1[C:4]([O:6][CH3:16])=[O:5]. The yield is 0.970.